This data is from Catalyst prediction with 721,799 reactions and 888 catalyst types from USPTO. The task is: Predict which catalyst facilitates the given reaction. (1) Reactant: [B]1OC2[C:3](=[CH:4]C=CC=2)O1.C(OC#C)C.[CH2:15]([O:17][C:18](=[O:28])[C:19]1[CH:24]=[C:23](I)[C:22]([NH2:26])=[N:21][C:20]=1[NH2:27])[CH3:16].[OH-].[Na+].Cl. Product: [CH2:15]([O:17][C:18]([C:19]1[CH:24]=[C:23]2[CH:4]=[CH:3][NH:26][C:22]2=[N:21][C:20]=1[NH2:27])=[O:28])[CH3:16]. The catalyst class is: 602. (2) Reactant: [Li].[CH3:2][O:3][C:4](=[O:13])[CH2:5][S:6][CH2:7][CH2:8][C:9](OC)=[O:10]. Product: [O:10]=[C:9]1[CH2:8][CH2:7][S:6][CH:5]1[C:4]([O:3][CH3:2])=[O:13]. The catalyst class is: 5. (3) Reactant: [CH:1]1([C:7]2[CH:12]=[CH:11][C:10]([S:13]([NH:16][C:17]3[CH:21]=[CH:20][S:19][C:18]=3[C:22]([O:24]C)=[O:23])(=[O:15])=[O:14])=[CH:9][CH:8]=2)[CH2:6][CH2:5][CH2:4][CH2:3][CH2:2]1.[OH-].[Na+]. Product: [CH:1]1([C:7]2[CH:8]=[CH:9][C:10]([S:13]([NH:16][C:17]3[CH:21]=[CH:20][S:19][C:18]=3[C:22]([OH:24])=[O:23])(=[O:15])=[O:14])=[CH:11][CH:12]=2)[CH2:2][CH2:3][CH2:4][CH2:5][CH2:6]1. The catalyst class is: 83. (4) Product: [C:1]1([S:7]([N:10]2[C:18]3[C:13](=[CH:14][C:15]([F:19])=[CH:16][CH:17]=3)[CH:12]=[C:11]2[Br:28])(=[O:9])=[O:8])[CH:2]=[CH:3][CH:4]=[CH:5][CH:6]=1. Reactant: [C:1]1([S:7]([N:10]2[C:18]3[C:13](=[CH:14][C:15]([F:19])=[CH:16][CH:17]=3)[CH:12]=[CH:11]2)(=[O:9])=[O:8])[CH:6]=[CH:5][CH:4]=[CH:3][CH:2]=1.[Li+].CC([N-]C(C)C)C.[Br:28]C#N. The catalyst class is: 1. (5) Reactant: [CH2:1]([O:8][C:9]1[CH:10]=[CH:11][C:12]2[O:16][C:15]([CH:17]([NH:21][C:22]3[CH:27]=[CH:26][C:25]([C:28]([NH:30][CH2:31][CH2:32][C:33]([O:35]CC)=[O:34])=[O:29])=[CH:24][CH:23]=3)[CH:18]([CH3:20])[CH3:19])=[C:14]([CH3:38])[C:13]=2[CH:39]=1)[C:2]1[CH:7]=[CH:6][CH:5]=[CH:4][CH:3]=1.[OH-].[Na+]. Product: [CH2:1]([O:8][C:9]1[CH:10]=[CH:11][C:12]2[O:16][C:15]([CH:17]([NH:21][C:22]3[CH:23]=[CH:24][C:25]([C:28]([NH:30][CH2:31][CH2:32][C:33]([OH:35])=[O:34])=[O:29])=[CH:26][CH:27]=3)[CH:18]([CH3:20])[CH3:19])=[C:14]([CH3:38])[C:13]=2[CH:39]=1)[C:2]1[CH:3]=[CH:4][CH:5]=[CH:6][CH:7]=1. The catalyst class is: 8.